Dataset: Peptide-MHC class I binding affinity with 185,985 pairs from IEDB/IMGT. Task: Regression. Given a peptide amino acid sequence and an MHC pseudo amino acid sequence, predict their binding affinity value. This is MHC class I binding data. The peptide sequence is FLPDTRFYV. The MHC is HLA-A02:02 with pseudo-sequence HLA-A02:02. The binding affinity (normalized) is 1.00.